Dataset: Full USPTO retrosynthesis dataset with 1.9M reactions from patents (1976-2016). Task: Predict the reactants needed to synthesize the given product. (1) Given the product [CH2:20]([O:22][C:23](=[O:38])[CH2:24][C:25]1[C:34]2[C:29](=[CH:30][CH:31]=[C:32]([O:35][CH3:36])[CH:33]=2)[CH:28]=[CH:27][C:26]=1[Cl:37])[CH3:21], predict the reactants needed to synthesize it. The reactants are: ClC1CCC2C(=CC(OC)=CC=2)C1.C(OC(=O)C)C.[CH2:20]([O:22][C:23](=[O:38])[CH2:24][C:25]1[C:34]2[C:29](=[CH:30][CH:31]=[C:32]([O:35][CH3:36])[CH:33]=2)[CH2:28][CH2:27][C:26]=1[Cl:37])[CH3:21].ClC1C(=O)C(C#N)=C(C#N)C(=O)C=1Cl. (2) Given the product [ClH:1].[CH3:2][O:3][C:4]1[C:5]([NH2:10])=[CH:6][CH:7]=[CH:8][CH:9]=1, predict the reactants needed to synthesize it. The reactants are: [ClH:1].[CH3:2][O:3][C:4]1[C:5]([NH2:10])=[CH:6][CH:7]=[CH:8][CH:9]=1. (3) Given the product [CH2:1]([O:3][C:4](=[O:7])[CH2:5][NH:6][C:15]([O:17][C:18]([CH3:21])([CH3:20])[CH3:19])=[O:16])[CH3:2], predict the reactants needed to synthesize it. The reactants are: [CH2:1]([O:3][C:4](=[O:7])[CH2:5][NH2:6])[CH3:2].C(N(CC)CC)C.[C:15](O[C:15]([O:17][C:18]([CH3:21])([CH3:20])[CH3:19])=[O:16])([O:17][C:18]([CH3:21])([CH3:20])[CH3:19])=[O:16]. (4) Given the product [CH3:27][S:28]([O:18][CH2:17][C:10]12[CH2:16][CH:14]3[CH2:13][CH:12]([CH2:11]1)[C:8]([NH:7][C:6]([O:5][C:1]([CH3:4])([CH3:2])[CH3:3])=[O:19])([CH2:15]3)[CH2:9]2)(=[O:30])=[O:29], predict the reactants needed to synthesize it. The reactants are: [C:1]([O:5][C:6](=[O:19])[NH:7][C:8]12[CH2:15][CH:14]3[CH2:16][C:10]([CH2:17][OH:18])([CH2:11][CH:12]1[CH2:13]3)[CH2:9]2)([CH3:4])([CH3:3])[CH3:2].CCN(CC)CC.[CH3:27][S:28](Cl)(=[O:30])=[O:29]. (5) Given the product [C:15]1([CH2:21][CH2:22][CH2:23][CH2:24][N:2]2[CH2:6][CH2:5][C@H:4]([S:7][C:8]3[CH:13]=[CH:12][C:11]([OH:14])=[CH:10][CH:9]=3)[CH2:3]2)[CH:20]=[CH:19][CH:18]=[CH:17][CH:16]=1, predict the reactants needed to synthesize it. The reactants are: Br.[NH:2]1[CH2:6][CH2:5][C@H:4]([S:7][C:8]2[CH:13]=[CH:12][C:11]([OH:14])=[CH:10][CH:9]=2)[CH2:3]1.[C:15]1([CH2:21][CH2:22][CH2:23][CH:24]=O)[CH:20]=[CH:19][CH:18]=[CH:17][CH:16]=1. (6) Given the product [Cl:5][C:6]1[CH:11]=[C:10]([Cl:12])[CH:9]=[C:8]([Cl:13])[C:7]=1[C:3]#[C:2][CH2:1][OH:4], predict the reactants needed to synthesize it. The reactants are: [CH2:1]([OH:4])[C:2]#[CH:3].[Cl:5][C:6]1[CH:11]=[C:10]([Cl:12])[CH:9]=[C:8]([Cl:13])[C:7]=1I.CN(C)C=O.C(N(CC)CC)C.